This data is from Peptide-MHC class II binding affinity with 134,281 pairs from IEDB. The task is: Regression. Given a peptide amino acid sequence and an MHC pseudo amino acid sequence, predict their binding affinity value. This is MHC class II binding data. (1) The peptide sequence is LVSQALNSVANRS. The MHC is HLA-DPA10201-DPB10101 with pseudo-sequence HLA-DPA10201-DPB10101. The binding affinity (normalized) is 0.270. (2) The peptide sequence is LRTKLMTSRRVLEKE. The MHC is DRB1_1302 with pseudo-sequence DRB1_1302. The binding affinity (normalized) is 0.324. (3) The binding affinity (normalized) is 0.636. The MHC is DRB1_0405 with pseudo-sequence DRB1_0405. The peptide sequence is YVDRFYKTLRAEQASQEV. (4) The peptide sequence is CMTVQGGETMNSVIQ. The MHC is DRB5_0101 with pseudo-sequence DRB5_0101. The binding affinity (normalized) is 0.250. (5) The peptide sequence is RIIAGTLEVHAVKPA. The MHC is DRB1_0301 with pseudo-sequence DRB1_0301. The binding affinity (normalized) is 0.117. (6) The peptide sequence is AFKIAATAANAAPTN. The MHC is DRB1_0404 with pseudo-sequence DRB1_0404. The binding affinity (normalized) is 0.931. (7) The peptide sequence is EREKSAAIDGEYRLK. The MHC is DRB4_0101 with pseudo-sequence DRB4_0103. The binding affinity (normalized) is 0.0452.